The task is: Predict which catalyst facilitates the given reaction.. This data is from Catalyst prediction with 721,799 reactions and 888 catalyst types from USPTO. (1) Product: [C:1]([O:5][C:6]([CH:7]1[CH:23]([C:19]2[CH:20]=[CH:21][CH:22]=[C:17]([Cl:16])[C:18]=2[F:35])[C:24]([C:27]2[CH:32]=[CH:31][C:30]([Cl:33])=[CH:29][C:28]=2[F:34])([C:25]#[N:26])[CH:9]([CH2:10][C:11]([CH3:14])([CH3:13])[CH3:12])[NH:8]1)=[O:15])([CH3:4])([CH3:3])[CH3:2]. Reactant: [C:1]([O:5][C:6](=[O:15])[CH2:7]/[N:8]=[CH:9]/[CH2:10][C:11]([CH3:14])([CH3:13])[CH3:12])([CH3:4])([CH3:3])[CH3:2].[Cl:16][C:17]1[C:18]([F:35])=[C:19](/[CH:23]=[C:24](/[C:27]2[CH:32]=[CH:31][C:30]([Cl:33])=[CH:29][C:28]=2[F:34])\[C:25]#[N:26])[CH:20]=[CH:21][CH:22]=1.C(N(CC)CC)C. The catalyst class is: 4. (2) Reactant: [CH:1]1[C:6]([OH:7])=[CH:5][CH:4]=[C:3]([CH3:8])[CH:2]=1.[C:9](Cl)(=[O:11])[CH3:10].Cl. Product: [CH3:8][C:3]1[CH:2]=[CH:1][C:6]([O:7][C:9]([CH3:10])=[O:11])=[CH:5][CH:4]=1. The catalyst class is: 17.